Dataset: Forward reaction prediction with 1.9M reactions from USPTO patents (1976-2016). Task: Predict the product of the given reaction. (1) Given the reactants C(Cl)(=O)C(Cl)=O.[CH3:7][N:8]([CH3:11])[CH:9]=[O:10].[CH2:12]1[C:21]2[C:16](=[CH:17][CH:18]=[CH:19][CH:20]=2)[CH2:15][CH2:14][CH:13]1C(O)=O, predict the reaction product. The product is: [CH3:7][N:8]([CH3:11])[C:9]([CH:18]1[CH2:19][CH2:20][C:21]2[C:16](=[CH:15][CH:14]=[CH:13][CH:12]=2)[CH2:17]1)=[O:10]. (2) Given the reactants [CH2:1]([O:8][C:9]([N:11]1[CH2:15][CH:14]=[CH:13][CH2:12]1)=[O:10])[C:2]1[CH:7]=[CH:6][CH:5]=[CH:4][CH:3]=1.C1C=C(Cl)C=C(C(OO)=[O:24])C=1, predict the reaction product. The product is: [CH2:1]([O:8][C:9]([N:11]1[CH2:15][CH:14]2[CH:13]([O:24]2)[CH2:12]1)=[O:10])[C:2]1[CH:3]=[CH:4][CH:5]=[CH:6][CH:7]=1.